This data is from Full USPTO retrosynthesis dataset with 1.9M reactions from patents (1976-2016). The task is: Predict the reactants needed to synthesize the given product. (1) Given the product [C:27]([O:26][C:24]([N:20]1[CH2:21][CH2:22][CH2:23][CH:19]1[C:16]1[CH:17]=[CH:18][C:13]([C:3]2[CH:4]=[C:5]3[C:9](=[CH:10][C:2]=2[Cl:1])[NH:8][CH:7]=[C:6]3[C:11]([OH:37])=[O:12])=[CH:14][CH:15]=1)=[O:25])([CH3:30])([CH3:29])[CH3:28], predict the reactants needed to synthesize it. The reactants are: [Cl:1][C:2]1[CH:10]=[C:9]2[C:5]([C:6]([CH:11]=[O:12])=[CH:7][NH:8]2)=[CH:4][C:3]=1[C:13]1[CH:18]=[CH:17][C:16]([CH:19]2[CH2:23][CH2:22][CH2:21][N:20]2[C:24]([O:26][C:27]([CH3:30])([CH3:29])[CH3:28])=[O:25])=[CH:15][CH:14]=1.CC(=CC)C.Cl([O-])=[O:37].[Na+].P([O-])([O-])([O-])=O.[Na+].[Na+].[Na+].S([O-])([O-])=O.[Na+].[Na+]. (2) Given the product [N:18]1([CH2:25][CH2:26][N:27]2[CH2:28][CH2:29][CH:30]([NH:33][C:12]([C:10]3[O:11][C:7]4[CH:6]=[CH:5][CH:4]=[C:3]([O:2][CH3:1])[C:8]=4[CH:9]=3)=[O:14])[CH2:31][CH2:32]2)[CH2:24][CH2:23][CH2:22][CH2:21][CH2:20][CH2:19]1, predict the reactants needed to synthesize it. The reactants are: [CH3:1][O:2][C:3]1[C:8]2[CH:9]=[C:10]([C:12]([OH:14])=O)[O:11][C:7]=2[CH:6]=[CH:5][CH:4]=1.Cl.Cl.Cl.[N:18]1([CH2:25][CH2:26][N:27]2[CH2:32][CH2:31][CH:30]([NH2:33])[CH2:29][CH2:28]2)[CH2:24][CH2:23][CH2:22][CH2:21][CH2:20][CH2:19]1. (3) Given the product [ClH:25].[F:24][C:11]1([S:14]([C:17]2[CH:22]=[CH:21][C:20]([F:23])=[CH:19][CH:18]=2)(=[O:16])=[O:15])[CH2:12][CH2:13][NH:8][CH2:9][CH2:10]1, predict the reactants needed to synthesize it. The reactants are: C([N:8]1[CH2:13][CH2:12][C:11]([F:24])([S:14]([C:17]2[CH:22]=[CH:21][C:20]([F:23])=[CH:19][CH:18]=2)(=[O:16])=[O:15])[CH2:10][CH2:9]1)(OC(C)(C)C)=O.[ClH:25]. (4) Given the product [CH3:19][O:20][C:21]1[CH:22]=[CH:23][C:24]([C:27]([CH:29]2[CH2:34][CH2:33][N:32]([C:15](=[O:17])[CH2:14][CH2:13][CH2:12][C:4]3[NH:3][C:2](=[O:1])[C:11]4[C:6](=[CH:7][CH:8]=[CH:9][CH:10]=4)[N:5]=3)[CH2:31][CH2:30]2)=[O:28])=[CH:25][CH:26]=1, predict the reactants needed to synthesize it. The reactants are: [O:1]=[C:2]1[C:11]2[C:6](=[CH:7][CH:8]=[CH:9][CH:10]=2)[N:5]=[C:4]([CH2:12][CH2:13][CH2:14][C:15]([OH:17])=O)[NH:3]1.Cl.[CH3:19][O:20][C:21]1[CH:26]=[CH:25][C:24]([C:27]([CH:29]2[CH2:34][CH2:33][NH:32][CH2:31][CH2:30]2)=[O:28])=[CH:23][CH:22]=1.O.N1(O)C2C=CC=CC=2N=N1.Cl.CN(C)CCCN=C=NCC.CN1CCOCC1. (5) Given the product [Cl:25][C:26]1[CH:31]=[C:30]([F:32])[C:29]([C:2]2[CH:7]=[CH:6][C:5]([C:8]3[N:9]([CH2:14][C@@H:15]4[CH2:19][CH2:18][N:17]([C:20]([CH:22]5[CH2:24][CH2:23]5)=[O:21])[CH2:16]4)[C:10](=[O:13])[NH:11][N:12]=3)=[CH:4][CH:3]=2)=[C:28]([F:36])[CH:27]=1, predict the reactants needed to synthesize it. The reactants are: Br[C:2]1[CH:7]=[CH:6][C:5]([C:8]2[N:9]([CH2:14][C@@H:15]3[CH2:19][CH2:18][N:17]([C:20]([CH:22]4[CH2:24][CH2:23]4)=[O:21])[CH2:16]3)[C:10](=[O:13])[NH:11][N:12]=2)=[CH:4][CH:3]=1.[Cl:25][C:26]1[CH:31]=[C:30]([F:32])[C:29](B(O)O)=[C:28]([F:36])[CH:27]=1.[F-].[Cs+]. (6) The reactants are: [NH:1]1[CH2:6][CH2:5][CH2:4][CH2:3][CH:2]1[CH2:7][CH2:8][CH2:9][OH:10].C(N(CC)C(C)C)(C)C.[C:20](O[C:20]([O:22][C:23]([CH3:26])([CH3:25])[CH3:24])=[O:21])([O:22][C:23]([CH3:26])([CH3:25])[CH3:24])=[O:21].C(O)(=O)CC(CC(O)=O)(C(O)=O)O. Given the product [OH:10][CH2:9][CH2:8][CH2:7][CH:2]1[CH2:3][CH2:4][CH2:5][CH2:6][N:1]1[C:20]([O:22][C:23]([CH3:26])([CH3:25])[CH3:24])=[O:21], predict the reactants needed to synthesize it. (7) Given the product [Br:1][C:2]1[C:7](=[O:8])[N:6]2[CH:9]=[C:10]([F:13])[CH:11]=[CH:12][C:5]2=[N:4][C:3]=1[CH:14]([N:40]1[C:36](=[O:46])[C:37]2[C:38](=[CH:42][CH:43]=[CH:44][CH:45]=2)[C:39]1=[O:41])[CH3:15], predict the reactants needed to synthesize it. The reactants are: [Br:1][C:2]1[C:7](=[O:8])[N:6]2[CH:9]=[C:10]([F:13])[CH:11]=[CH:12][C:5]2=[N:4][C:3]=1[CH:14](O)[CH3:15].C1(P(C2C=CC=CC=2)C2C=CC=CC=2)C=CC=CC=1.[C:36]1(=[O:46])[NH:40][C:39](=[O:41])[C:38]2=[CH:42][CH:43]=[CH:44][CH:45]=[C:37]12.N(C(OC(C)C)=O)=NC(OC(C)C)=O.